From a dataset of Forward reaction prediction with 1.9M reactions from USPTO patents (1976-2016). Predict the product of the given reaction. (1) Given the reactants [CH3:1][C:2]1[CH:7]=[C:6]([CH3:8])[CH:5]=[C:4]([CH3:9])[C:3]=1[CH:10]([C:12]1[O:13][CH:14]=[CH:15][CH:16]=1)O.CC(C)=[O:19], predict the reaction product. The product is: [CH3:9][C:4]1[CH:5]=[C:6]([CH3:8])[CH:7]=[C:2]([CH3:1])[C:3]=1[CH:10]1[C:12](=[O:19])[CH:16]=[CH:15][CH:14]1[OH:13]. (2) Given the reactants [C:1]([O:5][C:6](=[O:20])[N:7]([CH2:9][CH2:10][C@H:11]1[CH2:16][CH2:15][C@H:14]([CH2:17][CH2:18][OH:19])[CH2:13][CH2:12]1)[CH3:8])([CH3:4])([CH3:3])[CH3:2].[CH3:21][S:22](Cl)(=[O:24])=[O:23], predict the reaction product. The product is: [C:1]([O:5][C:6]([N:7]([CH3:8])[CH2:9][CH2:10][C@H:11]1[CH2:12][CH2:13][C@H:14]([CH2:17][CH2:18][O:19][S:22]([CH3:21])(=[O:24])=[O:23])[CH2:15][CH2:16]1)=[O:20])([CH3:3])([CH3:2])[CH3:4]. (3) Given the reactants [C:1]([C:5]1[C:6]([S:15]C#N)=[CH:7][C:8]2[S:12][C:11]([NH2:13])=[N:10][C:9]=2[CH:14]=1)([CH3:4])([CH3:3])[CH3:2].SC[C@H]([C@@H](CS)O)O.P([O-])([O-])([O-])=O, predict the reaction product. The product is: [NH2:13][C:11]1[S:12][C:8]2[CH:7]=[C:6]([SH:15])[C:5]([C:1]([CH3:4])([CH3:3])[CH3:2])=[CH:14][C:9]=2[N:10]=1. (4) Given the reactants [NH:1]1[CH:5]=[C:4]([C:6]([O:8][CH3:9])=[O:7])[CH:3]=[C:2]1[C:10]([O:12][CH3:13])=[O:11].[H-].[Na+].[NH2:16]Cl.CCOCC, predict the reaction product. The product is: [NH2:16][N:1]1[CH:5]=[C:4]([C:6]([O:8][CH3:9])=[O:7])[CH:3]=[C:2]1[C:10]([O:12][CH3:13])=[O:11]. (5) Given the reactants [C:1]([O:5][C:6]([N:8]1[CH2:12][CH2:11][CH:10]([O:13][C:14]2[CH:19]=[CH:18][C:17]([I:20])=[CH:16][C:15]=2C=O)[CH2:9]1)=[O:7])([CH3:4])([CH3:3])[CH3:2].C(O[C:28]([N:30]1CCC(COC2C=CC(I)=CC=2C=O)[CH2:32][CH2:31]1)=O)(C)(C)C.[CH3:47][Si:48](N[Si](C)(C)C)([CH3:50])[CH3:49].C([Li])CCC.C[Si](Cl)(C)C.C(N(CC)CC)C.C(Cl)(=[O:75])C, predict the reaction product. The product is: [C:1]([O:5][C:6]([N:8]1[CH2:12][CH2:11][CH:10]([O:13][C:14]2[CH:19]=[CH:18][C:17]([I:20])=[CH:16][C:15]=2[CH:28]=[N:30][C:31]([O:75][Si:48]([CH3:50])([CH3:49])[CH3:47])=[CH2:32])[CH2:9]1)=[O:7])([CH3:4])([CH3:2])[CH3:3]. (6) Given the reactants [CH3:1][NH2:2].[C:3]([N:6]1[C:14]2[C:9](=[CH:10][C:11]([Br:19])=[C:12]([S:15](Cl)(=[O:17])=[O:16])[CH:13]=2)[C:8]([CH3:21])([CH3:20])[CH2:7]1)(=[O:5])[CH3:4], predict the reaction product. The product is: [CH3:1][NH:2][S:15]([C:12]1[CH:13]=[C:14]2[C:9]([C:8]([CH3:21])([CH3:20])[CH2:7][N:6]2[C:3](=[O:5])[CH3:4])=[CH:10][C:11]=1[Br:19])(=[O:17])=[O:16].